Dataset: Peptide-MHC class II binding affinity with 134,281 pairs from IEDB. Task: Regression. Given a peptide amino acid sequence and an MHC pseudo amino acid sequence, predict their binding affinity value. This is MHC class II binding data. (1) The peptide sequence is EDHWASRENSGGGVE. The MHC is DRB3_0202 with pseudo-sequence DRB3_0202. The binding affinity (normalized) is 0.242. (2) The peptide sequence is DQPQNLEEILMHCQTTLKYA. The MHC is DRB1_0401 with pseudo-sequence DRB1_0401. The binding affinity (normalized) is 0.